From a dataset of Peptide-MHC class I binding affinity with 185,985 pairs from IEDB/IMGT. Regression. Given a peptide amino acid sequence and an MHC pseudo amino acid sequence, predict their binding affinity value. This is MHC class I binding data. (1) The MHC is HLA-A02:03 with pseudo-sequence HLA-A02:03. The binding affinity (normalized) is 0.0847. The peptide sequence is DLAQDPMLI. (2) The peptide sequence is CLSDEINHV. The MHC is HLA-B57:01 with pseudo-sequence HLA-B57:01. The binding affinity (normalized) is 0.0847.